Dataset: Forward reaction prediction with 1.9M reactions from USPTO patents (1976-2016). Task: Predict the product of the given reaction. Given the reactants [CH3:1][C:2]1[NH:6][C:5]([C:7]2[CH:12]=[CH:11][C:10]([C:13]([F:16])([F:15])[F:14])=[CH:9][CH:8]=2)=[N:4][C:3]=1[CH:17]=O.[CH2:19]1[O:28][C:22]2([CH2:27][CH2:26][NH:25][CH2:24][CH2:23]2)[O:21][CH2:20]1.[Na].[OH-].[Na+], predict the reaction product. The product is: [CH3:17][C:3]1[NH:4][C:5]([C:7]2[CH:8]=[CH:9][C:10]([C:13]([F:16])([F:14])[F:15])=[CH:11][CH:12]=2)=[N:6][C:2]=1[CH2:1][N:25]1[CH2:26][CH2:27][C:22]2([O:28][CH2:19][CH2:20][O:21]2)[CH2:23][CH2:24]1.